Dataset: Catalyst prediction with 721,799 reactions and 888 catalyst types from USPTO. Task: Predict which catalyst facilitates the given reaction. (1) Reactant: Cl[C:2]1[C:3]([N+:9]([O-:11])=[O:10])=[C:4]([CH:6]=[CH:7][CH:8]=1)[NH2:5].[CH3:12][S-:13].[Na+]. Product: [CH3:12][S:13][C:2]1[C:3]([N+:9]([O-:11])=[O:10])=[C:4]([NH2:5])[CH:6]=[CH:7][CH:8]=1. The catalyst class is: 3. (2) Reactant: [CH3:1][O:2][C:3]1[CH:4]=[C:5]([CH:14]=[CH:15][C:16]=1[N+:17]([O-])=O)[O:6][CH:7]1[CH2:12][CH2:11][N:10]([CH3:13])[CH2:9][CH2:8]1. Product: [CH3:1][O:2][C:3]1[CH:4]=[C:5]([O:6][CH:7]2[CH2:12][CH2:11][N:10]([CH3:13])[CH2:9][CH2:8]2)[CH:14]=[CH:15][C:16]=1[NH2:17]. The catalyst class is: 29. (3) Reactant: Br[C:2]1[CH:3]=[C:4]([CH:13]([CH3:15])[CH3:14])[C:5]2[O:9][CH2:8][C:7]([CH3:11])([CH3:10])[C:6]=2[CH:12]=1.C([Li])(C)(C)C.CCCCC.[B:26](OC)([O:29]C)[O:27]C. Product: [CH3:10][C:7]1([CH3:11])[C:6]2[CH:12]=[C:2]([B:26]([OH:29])[OH:27])[CH:3]=[C:4]([CH:13]([CH3:15])[CH3:14])[C:5]=2[O:9][CH2:8]1. The catalyst class is: 7. (4) Reactant: [F:1][C:2]([F:31])([F:30])[C:3]1[CH:4]=[CH:5][CH:6]=[C:7]2[C:12]=1[O:11][CH2:10][CH2:9][CH:8]2[NH:13][C:14]([NH:16][C:17]1[CH:25]=[CH:24][CH:23]=[C:22]2[C:18]=1[CH:19]=[N:20][N:21]2C(OC)=O)=[O:15].[OH-].[Na+]. Product: [NH:21]1[C:22]2[C:18](=[C:17]([NH:16][C:14]([NH:13][CH:8]3[C:7]4[C:12](=[C:3]([C:2]([F:1])([F:31])[F:30])[CH:4]=[CH:5][CH:6]=4)[O:11][CH2:10][CH2:9]3)=[O:15])[CH:25]=[CH:24][CH:23]=2)[CH:19]=[N:20]1. The catalyst class is: 193. (5) Reactant: [Cl:1][C:2]1[CH:3]=[C:4]([C:12]2([C:29]([F:32])([F:31])[F:30])[O:16][N:15]=[C:14]([C:17]3[CH:27]=[CH:26][C:20]([C:21]([O:23]CC)=[O:22])=[C:19]([CH3:28])[CH:18]=3)[CH2:13]2)[CH:5]=[C:6]([C:8]([F:11])([F:10])[F:9])[CH:7]=1.CO.[OH-].[Na+]. Product: [Cl:1][C:2]1[CH:3]=[C:4]([C:12]2([C:29]([F:31])([F:30])[F:32])[O:16][N:15]=[C:14]([C:17]3[CH:27]=[CH:26][C:20]([C:21]([OH:23])=[O:22])=[C:19]([CH3:28])[CH:18]=3)[CH2:13]2)[CH:5]=[C:6]([C:8]([F:9])([F:10])[F:11])[CH:7]=1. The catalyst class is: 6. (6) Reactant: [F:1][CH:2]([F:10])[C:3](=O)[CH:4]=[CH:5]OCC.FC(F)C(=O)CC(OCC)OCC.[CH3:24][NH:25][NH2:26]. Product: [F:1][CH:2]([F:10])[C:3]1[CH:4]=[CH:5][N:25]([CH3:24])[N:26]=1. The catalyst class is: 15. (7) Reactant: Cl[C:2]([O:4][CH2:5][CH3:6])=[O:3].[NH2:7][C:8]1[C:9]2[CH2:15][N:14]([C:16]([O:18][C:19]([CH3:22])([CH3:21])[CH3:20])=[O:17])[CH2:13][C:10]=2[NH:11][N:12]=1.CCN(C(C)C)C(C)C. Product: [NH2:7][C:8]1[C:9]2[CH2:15][N:14]([C:16]([O:18][C:19]([CH3:22])([CH3:21])[CH3:20])=[O:17])[CH2:13][C:10]=2[N:11]([C:2]([O:4][CH2:5][CH3:6])=[O:3])[N:12]=1. The catalyst class is: 1. (8) Reactant: C([O:3][C:4](=[O:32])[CH2:5][NH:6][CH2:7][C:8]1[CH:13]=[CH:12][C:11]([O:14][C:15]2[CH:20]=[CH:19][C:18]([NH:21][C:22](=[O:31])[C:23]3[CH:28]=[CH:27][C:26]([Cl:29])=[C:25]([Cl:30])[CH:24]=3)=[CH:17][N:16]=2)=[CH:10][CH:9]=1)C.C(N(CC)CC)C.[C:40](Cl)(=[O:42])[CH3:41].[OH-].[Na+].Cl. Product: [C:40]([N:6]([CH2:5][C:4]([OH:3])=[O:32])[CH2:7][C:8]1[CH:9]=[CH:10][C:11]([O:14][C:15]2[CH:20]=[CH:19][C:18]([NH:21][C:22](=[O:31])[C:23]3[CH:28]=[CH:27][C:26]([Cl:29])=[C:25]([Cl:30])[CH:24]=3)=[CH:17][N:16]=2)=[CH:12][CH:13]=1)(=[O:42])[CH3:41]. The catalyst class is: 46.